Dataset: Experimentally validated miRNA-target interactions with 360,000+ pairs, plus equal number of negative samples. Task: Binary Classification. Given a miRNA mature sequence and a target amino acid sequence, predict their likelihood of interaction. (1) The miRNA is cgr-miR-30a-5p with sequence UGUAAACAUCCUCGACUGGAAGC. The protein sequence of the target gene is MSDVTIVKEGWVQKRGEYIKNWRPRYFLLKTDGSFIGYKEKPQDVDLPYPLNNFSVAKCQLMKTERPKPNTFIIRCLQWTTVIERTFHVDTPEEREEWTEAIQAVADRLQRQEEERMNCSPTSQIDNIGEEEMDASTTHHKRKTMNDFDYLKLLGKGTFGKVILVREKASGKYYAMKILKKEVIIAKDEVAHTLTESRVLKNTRHPFLTSLKYSFQTKDRLCFVMEYVNGGELFFHLSRERVFSEDRTRFYGAEIVSALDYLHSGKIVYRDLKLENLMLDKDGHIKITDFGLCKEGITDA.... Result: 0 (no interaction). (2) The miRNA is mmu-miR-15a-5p with sequence UAGCAGCACAUAAUGGUUUGUG. The protein sequence of the target gene is MAGRRVNVNVGVLGHIDSGKTALARALSTTASTAAFDKQPQSRERGITLDLGFSCFSVPLPARLRSSLPEFQAAPEAEPEPGEPLLQVTLVDCPGHASLIRTIIGGAQIIDLMMLVIDVTKGMQTQSAECLVIGQIACQKLVVVLNKIDLLPEGKRQAAIDKMTKKMQKTLENTKFRGAPIIPVAAKPGGPEAPETEAPQGIPELIELLTSQISIPTRDPSGPFLMSVDHCFSIKGQGTVMTGTILSGSISLGDSVEIPALKVVKKVKSMQMFHMPITSAMQGDRLGICVTQFDPKLLER.... Result: 0 (no interaction). (3) The miRNA is hsa-miR-218-5p with sequence UUGUGCUUGAUCUAACCAUGU. The protein sequence of the target gene is MGPPRHPQAGEIEAGGAGGGRRLQVEMSSQQFPRLGAPSTGLSQAPSQIANSGSAGLINPAATVNDESGRDSEVSAREHMSSSSSLQSREEKQEPVVVRPYPQVQMLSTHHAVASATPVAVTAPPAHLTPAVPLSFSEGLMKPPPKPTMPSRPIAPAPPSTLSLPPKVPGQVTVTMESSIPQASAIPVATISGQQGHPSNLHHIMTTNVQMSIIRSNAPGPPLHIGASHLPRGAAAAAVMSSSKVTTVLRPTSQLPNAATAQPAVQHIIHQPIQSRPPVTTSNAIPPAVVATVSATRAQS.... Result: 1 (interaction). (4) The miRNA is hsa-miR-127-3p with sequence UCGGAUCCGUCUGAGCUUGGCU. The protein sequence of the target gene is MAHCVTLVQLSISCDHLIDKDIGSKSDPLCVLLQDVGGGSWAELGRTERVRNCSSPEFSKTLQLEYRFETVQKLRFGIYDIDNKTPELRDDDFLGGAECSLGQIVSSQVLTLPLMLKPGKPAGRGTITVSAQELKDNRVVTMEVEARNLDKKDFLGKSDPFLEFFRQGDGKWHLVYRSEVIKNNLNPTWKRFSVPVQHFCGGNPSTPIQVQCSDYDSDGSHDLIGTFHTSLAQLQAVPAEFECIHPEKQQKKKSYKNSGTIRVKICRVETEYSFLDYVMGGCQINFTVGVDFTGSNGDPS.... Result: 0 (no interaction). (5) The miRNA is mmu-miR-190a-5p with sequence UGAUAUGUUUGAUAUAUUAGGU. The protein sequence of the target gene is MEKMSRPLPLNPTFIPPPYGVLRSLLENPLKLPLHHEDAFSKDKDKEKKLDDESNSPTVPQSAFLGPTLWDKTLPYDGDTFQLEYMDLEEFLSENGIPPSPSQHDHSPHPPGLQPASSAAPSVMDLSSRASAPLHPGIPSPNCMQSPIRPGQLLPANRNTPSPIDPDTIQVPVGYEPDPADLALSSIPGQEMFDPRKRKFSEEELKPQPMIKKARKVFIPDDLKDDKYWARRRKNNMAAKRSRDARRLKENQIAIRASFLEKENSALRQEVADLRKELGKCKNILAKYEARHGPL. Result: 0 (no interaction).